Dataset: Full USPTO retrosynthesis dataset with 1.9M reactions from patents (1976-2016). Task: Predict the reactants needed to synthesize the given product. (1) Given the product [C:25]([O:24][C:22](=[O:23])[NH:21][CH2:20][CH2:19][C:18](=[O:29])[NH:17][CH:14]1[CH2:13][CH2:12][NH:11][CH2:16][CH2:15]1)([CH3:28])([CH3:26])[CH3:27], predict the reactants needed to synthesize it. The reactants are: C(OC([N:11]1[CH2:16][CH2:15][CH:14]([NH:17][C:18](=[O:29])[CH2:19][CH2:20][NH:21][C:22]([O:24][C:25]([CH3:28])([CH3:27])[CH3:26])=[O:23])[CH2:13][CH2:12]1)=O)C1C=CC=CC=1. (2) Given the product [Cl:8][C:9]1[C:10]([F:49])=[C:11]([C@@H:15]2[C@:19]([C:22]3[CH:27]=[CH:26][C:25]([Cl:28])=[CH:24][C:23]=3[F:29])([C:20]#[N:21])[C@H:18]([CH2:30][C:31]([CH3:33])([CH3:34])[CH3:32])[NH:17][C@H:16]2[C:35]([NH:37][C:38]2[CH:46]=[CH:45][C:41]([C:42]([O:44][CH:5]([O:4][C:1](=[O:3])[CH3:2])[CH3:6])=[O:43])=[CH:40][C:39]=2[O:47][CH3:48])=[O:36])[CH:12]=[CH:13][CH:14]=1, predict the reactants needed to synthesize it. The reactants are: [C:1]([O:4][CH:5](I)[CH3:6])(=[O:3])[CH3:2].[Cl:8][C:9]1[C:10]([F:49])=[C:11]([C@@H:15]2[C@:19]([C:22]3[CH:27]=[CH:26][C:25]([Cl:28])=[CH:24][C:23]=3[F:29])([C:20]#[N:21])[C@H:18]([CH2:30][C:31]([CH3:34])([CH3:33])[CH3:32])[NH:17][C@H:16]2[C:35]([NH:37][C:38]2[CH:46]=[CH:45][C:41]([C:42]([OH:44])=[O:43])=[CH:40][C:39]=2[O:47][CH3:48])=[O:36])[CH:12]=[CH:13][CH:14]=1.C(=O)([O-])[O-].[Cs+].[Cs+]. (3) Given the product [CH3:1][C:2]1[C:3]([C:9](=[N:16][O:17][CH2:18][C:19]2[N:24]=[C:23]([NH2:25])[CH:22]=[CH:21][CH:20]=2)[C:10]2[CH:11]=[CH:12][CH:13]=[CH:14][CH:15]=2)=[N:4][C:5]([CH3:8])=[CH:6][N:7]=1, predict the reactants needed to synthesize it. The reactants are: [CH3:1][C:2]1[C:3]([C:9](=[N:16][O:17][CH2:18][C:19]2[N:24]=[C:23]([N:25]3C(=O)C4C(=CC=CC=4)C3=O)[CH:22]=[CH:21][CH:20]=2)[C:10]2[CH:15]=[CH:14][CH:13]=[CH:12][CH:11]=2)=[N:4][C:5]([CH3:8])=[CH:6][N:7]=1.O.NN.